From a dataset of B-cell epitopes from IEDB database with 3,159 antigens for binding position prediction. Token-level Classification. Given an antigen amino acid sequence, predict which amino acid positions are active epitope sites capable of antibody binding. Output is a list of indices for active positions. (1) The epitope positions are: [592, 593, 594, 595, 596, 597, 598, 599, 600, 601, 602, 603, 604, 605, 606]. The amino acids at these positions are: DRDGTSNRTPTVAPP. Given the antigen sequence: MDSRPQKVWMTPSLTESDMDYHKILTAGLSVQQGIVRQRVIPVYQVNNLEEICQLIIQAFEAGVDFQESADSFLLMLCLHHAYQGDCKLFLESGAVKYLEGHGFRFEVKKRDGVKRLEELLPAVSSGKNIKRTLAAMPEEETTEANAGQFLSFASLFLPKLVVGEKACLEKVQRQIQVHAEQGLIQYPTAWQSVGHMMVIFRLMRTNFLIKFLLIHQGMHMVAGHDANDAVISNSVAQARFSGLLIVKTVLDHILQKTERGVRLHPLARTAKVKNEVNSFKAALSSLAKHGEYAPFARLLNLSGVNNLEHGLFPQLSAIALGVATAHGSTLAGVNVGEQYQQLREAATEAEKQLQQYAESRELDHLGLDDQEKKILMNFHQKKNEISFQQTNAMVTLKKERLAKLTEAITAASLPKTSGHYDDDDDIPFPGPINDDDNPGHQDDDPTDSQDTTIPDVVVDPDDGSYGEYQSYSENGMNAPDDLILFDLDEDDEDTKPVPN..., which amino acid positions are active epitope sites? (2) Given the antigen sequence: STKDNFNVYKATRPYLAHCPDCGEGHSCHSPVALERIRNEATDGTLKIQVSLQIGIKTDDSHDWTKLRYMDNHMPADAERAGLFVRTLAPCTITGTMGHFILARCPKGETLTVGFTDSRKISHSCTHPFHHDPPVIGREKFHSRPQHGKELPCSTYVQSTAATTEEIEVHMPPDTPDHTLMSQQSGNVKITVNGQTVRYKCNCGGSNEGLTTTDKVINNCKVDQCHAAVTNHKKWQYNSPLVPRNAELGDRKGKIHIPFPLANVTCRVPKARNPTVTYGKNQVIMLLYPDHPTLLSYRNMGEEPNYQEEWVMHKKEVVLTVPTEGLEVTWGNNEPYKYWPQLSTNGTAHGHPHEIILYYYELYPTMTVVVVSVATFILLSMVGMAAGMCMCARRRCITPYELTPGATVPFLLSLICCIRTAKA, which amino acid positions are active epitope sites? The epitope positions are: [0, 1, 2, 3, 4, 5, 6, 7, 8, 9]. The amino acids at these positions are: STKDNFNVYK. (3) Given the antigen sequence: MLINNKKLLHHILPILVLALLGMRTAQAVAPGIVIPPKALFTQQGGAYGRCPNGTRALTVAELRGNAELQTYLRQITPGWSIYGLYDGTYLGQAYGGIIKDAPPGAGFIYRETFCITTIYKTGQPAADHYYSKVTATRLLASTNSRLCAVFVRDGQSVIGACASPYEGRYRDMYDALRRLLYMIYMSGLAVRVHVSKEEQYYDYEDATFQTYALTGISLCNPAASIC, which amino acid positions are active epitope sites? The epitope positions are: [45, 46, 47, 48, 49, 50, 51, 52, 53, 54, 55, 56, 57, 58, 59, 60, 61, 62, 63, 64... (24 total positions)]. The amino acids at these positions are: GAYGRCPNGTRALTVAELRGNAEL. (4) Given the antigen sequence: MGAQVSTQKTGAHETSLSATGNSIIHYTNINYYKDAASNSANRQDFTQDPSKFTEPVKDVMIKSLPALNSPTVEECGYSDRVRSITLGNSTITTQECANVVVGYGVWPDYLSDEEATAEDQPTQPDVATCRFYTLKSVKWEMQSAGWWWKFPDALSEMGLFGQNMQYHYLGRSGYTIHVQCNASKFHQGCLLVVCVPEAEMGCTNAENAPTYGDLCGGETAKQFEQNAVTGETAVQTAVCNAGMGVGVGNLTIYPHQWINLRTNNSATIVMPYINSVPMDNMFRHNNFTLMIIPFAPLDYVTGASSYIPITVTVAPMSAEYNGLRLAGHQGLPTMLTPGSTQFLTSDDFQSPSAMPQFDVTPEMNIPGQVRNLMEIAEVDSVVPINNLQANLKTMEAYRVQVRSTDEMGGQIFGFPLQPGASSVLQRTLLGEILNYYTHWSGSLKLTFVFCGSAMATGKFLLAYSPPGAGAPDSRKNAMLGTHVIWDVGLQSSCVLCVPW..., which amino acid positions are active epitope sites? The epitope positions are: [1132, 1133, 1134, 1135, 1136, 1137, 1138, 1139, 1140, 1141, 1142, 1143]. The amino acids at these positions are: KILPEVKEKHEF. (5) Given the antigen sequence: MAKLVLSLCFLLFSGCFALREQAQQNECQIQKLNALKPDNRIESEGGFIETWNPNNKPFQCAGVALSRCTLNRNALRRPSYTNGPQEIYIQQGNGIFGMIFPGCPSTYQEPQESQQRGRSQRPQDRHQKVHRFREGDLIAVPTGVAWWMYNNEDTPVVAVSIIDTNSLENQLDQMPRRFYLAGNQEQEFLKYQQQQQGGSQSQKGKQQEEENEGSNILSGFAPEFLKEAFGVNMQIVRNLQGENEEEDSGAIVTVKGGLRVTAPAMRKPQQEEDDDDEEEQPQCVETDKGCQRQSKRSRNGIDETICTMRLRQNIGQNSSPDIYNPQAGSITTATSLDFPALWLLKLSAQYGSLRKNAMFVPHYTLNANSIIYALNGRALVQVVNCNGERVFDGELQEGGVLIVPQNFAVAAKSQSDNFEYVSFKTNDRPSIGNLAGANSLLNALPEEVIQHTFNLKSQQARQVKNNNPFSFLVPPQESQRRAVA, which amino acid positions are active epitope sites? The epitope positions are: [232, 233, 234, 235, 236, 237, 238, 239, 240, 241, 242, 243, 244, 245, 246]. The amino acids at these positions are: NMQIVRNLQGENEEE. (6) Given the antigen sequence: STRSPNSTAWPLSLEPDPGMASASTTMHTTTIAEPDPGMSGWPDGRMETSTPTIMDIVVIAGVIAAVAIVLVSLLFVMLRYMYRHKGTYHTNEAKGTEFAESADAALQGDPALQDAGDSSRKEYFI, which amino acid positions are active epitope sites? The epitope positions are: [10, 11, 12, 13, 14, 15, 16, 17]. The amino acids at these positions are: PLSLEPDP. (7) Given the antigen sequence: MNFSSLNLALASCVLAWVCLASASSHVASHIVPRQAGSAIYGVNIGGWLLLEPWISPSVFEAGGSSSVDEYTLSKNLGRDAKRHLSKHWDTFITEDDFKNIAAAGLNHVRIPIGYWAVNPIEGEPYVQGQLDYLDKALVWAKNSNLRVVIDLHGVPGSQNGFDNSGHRGAINWQKGDTIKQTLIAIHTLAIRYANRTDVVDSIELVNKPSIPGGVQVSLLKEYYEDGYHIVRDIDSTVGVAISDASLPPRTWNGFLAPKTYKNVYLDTYHNQVFDDIFRTFTIDQHVKLACSLPHDRLRGADKPLIVKEWSGAMTDCAMYLNGRGIGSRFDGSFPSGKPSGACGARSKGSSSELSAQQKKDTLRYIEAQLDAFEVAAGWYFWTWKTEGAPGWDMQDLLNQKLFPQPIWARKYGGCR, which amino acid positions are active epitope sites? The epitope positions are: [106, 107, 108, 109, 110, 111, 112, 113, 114, 115, 116, 117]. The amino acids at these positions are: NHVRIPIGYWAV. (8) Given the antigen sequence: MIRKDTNRHYSLRKLKTGTASVAVAVAVLGAGFANQTEVKAEGNARLAQAQEEALRDVLNNTPHNQLRDPYAGAFRRNNELEKIIQEKERELEGLKDAELKRLNEERHDHDKKEAERKALEDKLADKQEHLDGALRYINEKEAERKEKEAEQKKLKEEKQISDASRQGLRRDLDASREAKKQVEKDLANLTAEFDKVREEKQVSDASRQGLRRDLDASREAKKQVEKDLANLTAEFDKVKEEKQVSDASRQGLRRDLDASREAKKQVEKALEEANSKLAALEKLNKELEESKKLTEKEKAELQAKLEAEAKALKEQLAKQAEELAKLRAEKASGSQTPDAKPGNKAVPGKGQAPQAGTKPNQNKAPMKETKRQLPSTGEAANPFFTAAALTVMATAGVAAVVKRKEEN, which amino acid positions are active epitope sites? The epitope positions are: [41, 42, 43, 44, 45, 46, 47, 48, 49, 50, 51, 52, 53, 54, 55, 56, 57, 58, 59]. The amino acids at these positions are: EGNARLAQAQEEALRDVLN. (9) Given the antigen sequence: NEMGWLDKTKSDISSLFGQRIEVKENFSMGEFLLDLRPATAWSLYAVTTAVLTPLLKHLITSDYINTSLTSINVQASALFTLARGFPFVDVGVSALLLAAGCWGQVTLTVTVTAATLLFCHYAYMVPGWQAEAMRSAQRRTAAGIMKNAVVDGIVATDVPELERTTPIMQKKVGQIMLILVSLAAVVVNPSVKTVREAGILITAAAVTLWENGASSVWNATTAIGLCHIMRGGWLSCLSITWTLIKNMEKPGLKR, which amino acid positions are active epitope sites? The epitope positions are: [214, 215, 216, 217, 218, 219, 220, 221, 222, 223]. The amino acids at these positions are: SSVWNATTAI.